From a dataset of Reaction yield outcomes from USPTO patents with 853,638 reactions. Predict the reaction yield, written as a fraction of the theoretical maximum amount of product (1.0 means a 100% yield; for example, 0.34 means a 34% yield). (1) The reactants are C(=O)([O-])OC[C:4]1[CH:9]=[C:8]([N+:10]([O-:12])=[O:11])[C:7](Br)=[CH:6][C:5]=1[CH:14]1[CH2:18][CH2:17][CH2:16][CH2:15]1.[CH2:21]([N:23]1[CH2:28][CH2:27][NH:26][CH2:25][CH2:24]1)[CH3:22].C(N(CC)CC)C.Cl[C:37]([O:39][CH3:40])=[O:38].C([OH:43])C. The catalyst is ClCCl. The product is [C:37](=[O:43])([O:39][CH3:40])[O:38][C:4]1[CH:9]=[C:8]([N+:10]([O-:12])=[O:11])[C:7]([N:26]2[CH2:27][CH2:28][N:23]([CH2:21][CH3:22])[CH2:24][CH2:25]2)=[CH:6][C:5]=1[CH:14]1[CH2:15][CH2:16][CH2:17][CH2:18]1. The yield is 0.760. (2) The reactants are [CH3:1][S:2]([C:5]1[CH:10]=[CH:9][C:8]([C:11]2[CH:12]=[CH:13][C:14]([O:17][CH2:18][CH:19]3[CH2:24][CH2:23][N:22](C(OC(C)(C)C)=O)[CH2:21][CH2:20]3)=[N:15][CH:16]=2)=[CH:7][CH:6]=1)(=[O:4])=[O:3].[ClH:32]. The catalyst is O1CCOCC1.CCOCC. The product is [ClH:32].[ClH:32].[CH3:1][S:2]([C:5]1[CH:10]=[CH:9][C:8]([C:11]2[CH:12]=[CH:13][C:14]([O:17][CH2:18][CH:19]3[CH2:24][CH2:23][NH:22][CH2:21][CH2:20]3)=[N:15][CH:16]=2)=[CH:7][CH:6]=1)(=[O:3])=[O:4]. The yield is 0.940. (3) The reactants are C([O:8][C:9]1[CH:14]=[CH:13][C:12]2[C:15]3([CH2:30][O:31][C:11]=2[CH:10]=1)[C:23]1[C:18](=[CH:19][CH:20]=[CH:21][CH:22]=1)[N:17]([CH2:24][CH2:25][CH:26]([CH3:28])[CH3:27])[C:16]3=[O:29])C1C=CC=CC=1. The catalyst is [Pd].CO. The product is [OH:8][C:9]1[CH:14]=[CH:13][C:12]2[C:15]3([CH2:30][O:31][C:11]=2[CH:10]=1)[C:23]1[C:18](=[CH:19][CH:20]=[CH:21][CH:22]=1)[N:17]([CH2:24][CH2:25][CH:26]([CH3:28])[CH3:27])[C:16]3=[O:29]. The yield is 0.850.